Dataset: Forward reaction prediction with 1.9M reactions from USPTO patents (1976-2016). Task: Predict the product of the given reaction. (1) Given the reactants Cl[C:2]1[N:7]=[C:6]2[S:8][C:9]([NH:11][CH:12]([CH3:14])[CH3:13])=[N:10][C:5]2=[CH:4][CH:3]=1.[C:15]1(P(C2C=CC=CC=2)CCCP(C2C=CC=CC=2)C2C=CC=CC=2)C=CC=CC=1.[C:44]([O-:47])([O-])=[O:45].[K+].[K+], predict the reaction product. The product is: [CH:12]([NH:11][C:9]1[S:8][C:6]2[C:5]([N:10]=1)=[CH:4][CH:3]=[C:2]([C:44]([O:47][CH3:15])=[O:45])[N:7]=2)([CH3:14])[CH3:13]. (2) Given the reactants [F:1][C:2]1[CH:7]=[CH:6][C:5]([CH:8]2[C:16]3[C:11](=[CH:12][CH:13]=[CH:14][CH:15]=3)[CH:10]([C:17]3[CH:22]=[CH:21][C:20]4[O:23][CH2:24][O:25][C:19]=4[CH:18]=3)[CH:9]2[C:26]([O-:28])=[O:27])=[CH:4][CH:3]=1.FC1C=CC(C2C3C(=CC=CC=3)C(C3C=CC4OCOC=4C=3)=C2C(OCC)=O)=CC=1, predict the reaction product. The product is: [F:1][C:2]1[CH:7]=[CH:6][C:5]([CH:8]2[C:16]3[C:11](=[CH:12][CH:13]=[CH:14][CH:15]=3)[CH:10]([C:17]3[CH:22]=[CH:21][C:20]4[O:23][CH2:24][O:25][C:19]=4[CH:18]=3)[CH:9]2[C:26]([OH:28])=[O:27])=[CH:4][CH:3]=1.